From a dataset of Forward reaction prediction with 1.9M reactions from USPTO patents (1976-2016). Predict the product of the given reaction. (1) The product is: [C:26]1([CH2:25]/[CH:2]=[CH:3]/[C@@H:4]([C:11]2[CH:16]=[CH:15][C:14]([O:17][CH:18]3[CH2:23][CH2:22][CH2:21][CH2:20][O:19]3)=[CH:13][CH:12]=2)[CH2:5][C:6]([O:8][CH2:9][CH3:10])=[O:7])[CH:31]=[CH:30][CH:29]=[CH:28][CH:27]=1. Given the reactants I/[CH:2]=[CH:3]/[C@@H:4]([C:11]1[CH:16]=[CH:15][C:14]([O:17][CH:18]2[CH2:23][CH2:22][CH2:21][CH2:20][O:19]2)=[CH:13][CH:12]=1)[CH2:5][C:6]([O:8][CH2:9][CH3:10])=[O:7].[Br-].[CH2:25]([Zn+])[C:26]1[CH:31]=[CH:30][CH:29]=[CH:28][CH:27]=1.O, predict the reaction product. (2) Given the reactants C[Si]([N:5]=[N+:6]=[N-:7])(C)C.C([Sn](=O)CCCC)CCC.[CH2:18]([C:22]1[N:23]([CH2:38][C:39]2[CH:44]=[CH:43][C:42]([C:45]3[C:46]([C:51]#[N:52])=[CH:47][CH:48]=[CH:49][CH:50]=3)=[CH:41][CH:40]=2)[C:24]([CH2:36][OH:37])=[C:25]([C:27]2[N:32]=[CH:31][C:30]([O:33][CH2:34][CH3:35])=[CH:29][N:28]=2)[N:26]=1)[CH2:19][CH2:20][CH3:21], predict the reaction product. The product is: [NH:5]1[C:51]([C:46]2[CH:47]=[CH:48][CH:49]=[CH:50][C:45]=2[C:42]2[CH:43]=[CH:44][C:39]([CH2:38][N:23]3[C:24]([CH2:36][OH:37])=[C:25]([C:27]4[N:32]=[CH:31][C:30]([O:33][CH2:34][CH3:35])=[CH:29][N:28]=4)[N:26]=[C:22]3[CH2:18][CH2:19][CH2:20][CH3:21])=[CH:40][CH:41]=2)=[N:52][N:7]=[N:6]1. (3) Given the reactants [CH3:1][O:2][C:3]1[C:11]([O:12][C@@H:13]2[CH2:18][CH2:17][CH2:16][C@H:15]([NH:19][C:20](=O)[CH2:21][CH3:22])[CH2:14]2)=[CH:10][CH:9]=[C:8]2[C:4]=1[CH:5]=[N:6][NH:7]2.[H-].[Al+3].[Li+].[H-].[H-].[H-].[OH-].[Na+], predict the reaction product. The product is: [CH3:1][O:2][C:3]1[C:11]([O:12][C@@H:13]2[CH2:18][CH2:17][CH2:16][C@H:15]([NH:19][CH2:20][CH2:21][CH3:22])[CH2:14]2)=[CH:10][CH:9]=[C:8]2[C:4]=1[CH:5]=[N:6][NH:7]2. (4) Given the reactants [N:1]1[CH:6]=[CH:5][CH:4]=[N:3][C:2]=1[N:7]1[CH2:12][CH:11]=[C:10]([C:13]([OH:15])=O)[CH2:9][CH2:8]1.C(Cl)(C(Cl)=O)=O.N1C=CC=CC=1.[C:28]([C:32]1[CH:38]=[CH:37][C:35]([NH2:36])=[CH:34][CH:33]=1)([CH3:31])([CH3:30])[CH3:29], predict the reaction product. The product is: [C:28]([C:32]1[CH:33]=[CH:34][C:35]([NH:36][C:13]([C:10]2[CH2:9][CH2:8][N:7]([C:2]3[N:1]=[CH:6][CH:5]=[CH:4][N:3]=3)[CH2:12][CH:11]=2)=[O:15])=[CH:37][CH:38]=1)([CH3:31])([CH3:29])[CH3:30]. (5) Given the reactants [H-].[Na+].[O:3]=[C:4]1[CH2:9][CH:8]([C:10]([O:12][CH3:13])=[O:11])[C:7](=[O:14])[CH2:6][CH:5]1[C:15]([O:17][CH3:18])=[O:16].[CH2:19]([CH2:22]OC)OC, predict the reaction product. The product is: [O:14]=[C:7]1[CH2:6][C:5]2([C:15]([O:17][CH3:18])=[O:16])[CH2:19][CH2:22][C:8]1([C:10]([O:12][CH3:13])=[O:11])[CH2:9][C:4]2=[O:3].